This data is from Serine/threonine kinase 33 screen with 319,792 compounds. The task is: Binary Classification. Given a drug SMILES string, predict its activity (active/inactive) in a high-throughput screening assay against a specified biological target. (1) The drug is O=C(N1CCC(CC1)C(=O)Nc1cc(ccc1)CC(=O)Nc1ccc(C(=O)N(Cc2ccccc2)C)cc1)C1CC1. The result is 0 (inactive). (2) The drug is O=C(N(c1c(n(CC(C)C)c(=O)[nH]c1=O)N)CCOC)C1CCN(CC1)C(=O)c1c(cccc1)C. The result is 0 (inactive). (3) The result is 0 (inactive). The drug is OC(=O)C(/NC(=O)C)=C/c1ccc(cc1)C. (4) The compound is O(c1c(C(C)C)ccc(c1)C)Cc1ccc(cc1)C(=O)NN\C=C1/C=C(O)C(=O)C=C1. The result is 0 (inactive). (5) The drug is o1nc(nc1CCC(=O)Nc1cccnc1)c1cc(OC)c(OC)cc1. The result is 0 (inactive). (6) The molecule is Brc1c(NC(=O)CNC(=O)Cc2ccsc2)cccc1. The result is 0 (inactive).